Dataset: Catalyst prediction with 721,799 reactions and 888 catalyst types from USPTO. Task: Predict which catalyst facilitates the given reaction. (1) Reactant: C(OC([N:8]1[CH2:13][CH2:12][CH:11]([N:14]2[CH2:20][CH2:19][C:18]3[CH:21]=[CH:22][CH:23]=[CH:24][C:17]=3[NH:16][C:15]2=[O:25])[CH2:10][CH2:9]1)=O)(C)(C)C.[ClH:26]. Product: [ClH:26].[NH:8]1[CH2:9][CH2:10][CH:11]([N:14]2[CH2:20][CH2:19][C:18]3[CH:21]=[CH:22][CH:23]=[CH:24][C:17]=3[NH:16][C:15]2=[O:25])[CH2:12][CH2:13]1. The catalyst class is: 13. (2) The catalyst class is: 23. Reactant: [OH:1][CH2:2][C:3]1[CH:4]=[C:5]([OH:9])[CH:6]=[CH:7][CH:8]=1.C(N(CC)CC)C.[Cl-].[Mg+2].[Cl-].[CH2:20]=[O:21]. Product: [OH:9][C:5]1[CH:4]=[C:3]([CH2:2][OH:1])[CH:8]=[CH:7][C:6]=1[CH:20]=[O:21]. (3) Reactant: S([O-])(O)=O.[Na+].[OH-].[Na+].[F:8][C:9]([F:22])([F:21])[C:10]([OH:20])([C:16]([F:19])([F:18])[F:17])[CH2:11][S:12]([O-:15])(=[O:14])=[O:13].[Na+].[Cl-].[C:25]1([S+:31]([C:38]2[CH:43]=[CH:42][CH:41]=[CH:40][CH:39]=2)[C:32]2[CH:37]=[CH:36][CH:35]=[CH:34][CH:33]=2)[CH:30]=[CH:29][CH:28]=[CH:27][CH:26]=1. Product: [F:19][C:16]([F:17])([F:18])[C:10]([OH:20])([C:9]([F:22])([F:8])[F:21])[CH2:11][S:12]([O-:15])(=[O:14])=[O:13].[C:38]1([S+:31]([C:25]2[CH:26]=[CH:27][CH:28]=[CH:29][CH:30]=2)[C:32]2[CH:37]=[CH:36][CH:35]=[CH:34][CH:33]=2)[CH:39]=[CH:40][CH:41]=[CH:42][CH:43]=1. The catalyst class is: 34. (4) Reactant: Br[C:2]1[N:10]=[CH:9][N:8]=[C:7]2[C:3]=1[N:4]=[CH:5][NH:6]2.[NH2:11][CH:12]([C:14]1[C:19]([C:20]2[CH:25]=[CH:24][CH:23]=[C:22]([F:26])[CH:21]=2)=[C:18]([N:27]([C:32]([O:34][CH3:35])=[O:33])[C:28]([O:30][CH3:31])=[O:29])[C:17]([CH3:36])=[C:16]([Cl:37])[CH:15]=1)[CH3:13].C(N(CC)C(C)C)(C)C. Product: [Cl:37][C:16]1[CH:15]=[C:14]([CH:12]([NH:11][C:2]2[N:10]=[CH:9][N:8]=[C:7]3[C:3]=2[N:4]=[CH:5][NH:6]3)[CH3:13])[C:19]([C:20]2[CH:25]=[CH:24][CH:23]=[C:22]([F:26])[CH:21]=2)=[C:18]([N:27]([C:32]([O:34][CH3:35])=[O:33])[C:28]([O:30][CH3:31])=[O:29])[C:17]=1[CH3:36]. The catalyst class is: 32. (5) Product: [CH2:21]([O:23][C:24]([CH:26]1[CH2:31][CH2:30][N:29]([C:15]2[C:9]3[CH:8]=[N:7][C:6]([NH:5][CH2:4][C:3]4[CH:17]=[CH:18][CH:19]=[CH:20][C:2]=4[Cl:1])=[N:11][C:10]=3[CH:12]=[CH:13][N:14]=2)[CH2:28][CH2:27]1)=[O:25])[CH3:22]. Reactant: [Cl:1][C:2]1[CH:20]=[CH:19][CH:18]=[CH:17][C:3]=1[CH2:4][NH:5][C:6]1[N:7]=[CH:8][C:9]2[C:15](Cl)=[N:14][CH:13]=[CH:12][C:10]=2[N:11]=1.[CH2:21]([O:23][C:24]([CH:26]1[CH2:31][CH2:30][NH:29][CH2:28][CH2:27]1)=[O:25])[CH3:22].N.O. The catalyst class is: 1. (6) Reactant: [N:1]1([C:7]([C:9]2[CH:14]=[CH:13][C:12]([C@@H:15]3[O:20][CH2:19][CH2:18][N:17]([C@@H](C4C=CC=CC=4)C)[CH2:16]3)=[CH:11][CH:10]=2)=[O:8])[CH2:6][CH2:5][O:4][CH2:3][CH2:2]1. Product: [N:1]1([C:7]([C:9]2[CH:14]=[CH:13][C:12]([C@@H:15]3[O:20][CH2:19][CH2:18][NH:17][CH2:16]3)=[CH:11][CH:10]=2)=[O:8])[CH2:6][CH2:5][O:4][CH2:3][CH2:2]1. The catalyst class is: 261. (7) Reactant: C([Li])CCC.CC1(C)CCCC(C)(C)N1.[C:16]([O:20][C:21]([NH:23][C:24]1[CH:29]=[N:28][CH:27]=[CH:26][N:25]=1)=[O:22])([CH3:19])([CH3:18])[CH3:17].CN([CH:33]=[O:34])C. Product: [C:16]([O:20][C:21]([NH:23][C:24]1[C:29]([CH:33]=[O:34])=[N:28][CH:27]=[CH:26][N:25]=1)=[O:22])([CH3:19])([CH3:17])[CH3:18]. The catalyst class is: 7. (8) The catalyst class is: 1. Reactant: C[C@:2]1([NH:36][C:37](=[O:43])[O:38][C:39]([CH3:42])([CH3:41])[CH3:40])[CH2:6][CH2:5][N:4]([C@@H:7]([C:12]2[CH:13]=[CH:14][C:15]3[N:16]([C:18]([C:21]4[CH:30]=[CH:29][C:28]5[C:23](=[CH:24][C:25]([O:31][CH2:32][CH2:33][O:34]C)=[CH:26][CH:27]=5)[N:22]=4)=[N:19][N:20]=3)[CH:17]=2)[C:8]([F:11])([F:10])[F:9])[CH2:3]1.O.O.O.[F-:47].C([N+](CCCC)(CCCC)CCCC)CCC. Product: [F:9][C:8]([F:11])([F:10])[C@H:7]([N:4]1[CH2:5][CH2:6][C@H:2]([NH:36][C:37](=[O:43])[O:38][C:39]([CH3:42])([CH3:41])[CH3:40])[CH2:3]1)[C:12]1[CH:13]=[CH:14][C:15]2[N:16]([C:18]([C:21]3[CH:30]=[CH:29][C:28]4[C:23](=[CH:24][C:25]([O:31][CH2:32][CH2:33][OH:34])=[C:26]([F:47])[CH:27]=4)[N:22]=3)=[N:19][N:20]=2)[CH:17]=1. (9) Reactant: C[O:2][C:3]1[CH:8]=[CH:7][N:6]=[C:5]([CH3:9])[CH:4]=1.[CH2:10](Br)[C:11]1[CH:16]=[CH:15][CH:14]=[CH:13][CH:12]=1. Product: [CH2:10]([N:6]1[CH2:7][CH2:8][C:3](=[O:2])[CH2:4][CH:5]1[CH3:9])[C:11]1[CH:16]=[CH:15][CH:14]=[CH:13][CH:12]=1. The catalyst class is: 883.